The task is: Regression. Given two drug SMILES strings and cell line genomic features, predict the synergy score measuring deviation from expected non-interaction effect.. This data is from NCI-60 drug combinations with 297,098 pairs across 59 cell lines. (1) Drug 1: C1=NC(=NC(=O)N1C2C(C(C(O2)CO)O)O)N. Drug 2: CC1=C(C(=CC=C1)Cl)NC(=O)C2=CN=C(S2)NC3=CC(=NC(=N3)C)N4CCN(CC4)CCO. Cell line: NCI-H522. Synergy scores: CSS=21.1, Synergy_ZIP=-5.52, Synergy_Bliss=-2.00, Synergy_Loewe=-0.483, Synergy_HSA=0.479. (2) Drug 1: CC1=C(C=C(C=C1)C(=O)NC2=CC(=CC(=C2)C(F)(F)F)N3C=C(N=C3)C)NC4=NC=CC(=N4)C5=CN=CC=C5. Drug 2: CC1=C(N=C(N=C1N)C(CC(=O)N)NCC(C(=O)N)N)C(=O)NC(C(C2=CN=CN2)OC3C(C(C(C(O3)CO)O)O)OC4C(C(C(C(O4)CO)O)OC(=O)N)O)C(=O)NC(C)C(C(C)C(=O)NC(C(C)O)C(=O)NCCC5=NC(=CS5)C6=NC(=CS6)C(=O)NCCC[S+](C)C)O. Cell line: NCI/ADR-RES. Synergy scores: CSS=36.0, Synergy_ZIP=-0.849, Synergy_Bliss=-3.03, Synergy_Loewe=-17.3, Synergy_HSA=-1.67.